Task: Predict the product of the given reaction.. Dataset: Forward reaction prediction with 1.9M reactions from USPTO patents (1976-2016) (1) Given the reactants [OH:1][C:2]1[CH:3]=[C:4]2[C:9](=[CH:10][CH:11]=1)[N:8]=[C:7]([CH2:12][CH:13]([CH3:15])[CH3:14])[C:6]([C:16]#[N:17])=[C:5]2[C:18]1[CH:23]=[CH:22][C:21]([CH3:24])=[CH:20][CH:19]=1.[C:25]([O:28][CH2:29][CH2:30]Br)(=[O:27])[CH3:26].CN(C)C=O, predict the reaction product. The product is: [C:25]([O:28][CH2:29][CH2:30][O:1][C:2]1[CH:3]=[C:4]2[C:9](=[CH:10][CH:11]=1)[N:8]=[C:7]([CH2:12][CH:13]([CH3:15])[CH3:14])[C:6]([C:16]#[N:17])=[C:5]2[C:18]1[CH:23]=[CH:22][C:21]([CH3:24])=[CH:20][CH:19]=1)(=[O:27])[CH3:26]. (2) Given the reactants CC1(C)C2C(=C(P(C3C=CC=CC=3)C3C=CC=CC=3)C=CC=2)OC2C(P(C3C=CC=CC=3)C3C=CC=CC=3)=CC=CC1=2.C(=O)([O-])[O-].[Cs+].[Cs+].[CH3:49][N:50]1[CH:54]=[C:53]([NH2:55])[CH:52]=[N:51]1.Cl[C:57]1[N:62]=[CH:61][C:60]2[CH:63]=[N:64][N:65]([CH2:66][C:67]3[CH:72]=[CH:71][CH:70]=[C:69]([N+:73]([O-:75])=[O:74])[CH:68]=3)[C:59]=2[CH:58]=1, predict the reaction product. The product is: [CH3:49][N:50]1[CH:54]=[C:53]([NH:55][C:57]2[N:62]=[CH:61][C:60]3[CH:63]=[N:64][N:65]([CH2:66][C:67]4[CH:72]=[CH:71][CH:70]=[C:69]([N+:73]([O-:75])=[O:74])[CH:68]=4)[C:59]=3[CH:58]=2)[CH:52]=[N:51]1. (3) Given the reactants [C:1](CCC(NC[C@]12CC[C@@H](C(C)=C)[C@@H]1[C@@H]1[C@@](C)(CC2)[C@@]2(C)[C@@H]([C@]3(C)[C@@H](CC2)C(C)(C)C(C2C=CC(C(O)=O)=CC=2)=CC3)CC1)=O)(O)=[O:2].[C:48]([OH:54])([C:50]([F:53])([F:52])[F:51])=[O:49], predict the reaction product. The product is: [C:48]([OH:54])([C:50]([F:53])([F:52])[F:51])=[O:49].[CH3:1][OH:2]. (4) Given the reactants [Br:1][C:2]1[CH:3]=[CH:4][CH:5]=[C:6]2[C:11]=1[N:10]=[C:9]([Cl:12])[N:8]=[C:7]2Cl.[OH-].[NH4+:15].N, predict the reaction product. The product is: [Br:1][C:2]1[CH:3]=[CH:4][CH:5]=[C:6]2[C:11]=1[N:10]=[C:9]([Cl:12])[N:8]=[C:7]2[NH2:15]. (5) Given the reactants FC(F)(F)C([N:5]([C@@H:14]1[CH2:18][CH2:17][C@@:16]([C:22]([N:24]2[CH2:29][C@@H:28]3[C@H:30](O)[C@H:25]2[CH2:26][N:27]3[C:32]2[CH:37]=[C:36]([C:38]([F:41])([F:40])[F:39])[CH:35]=[CH:34][N:33]=2)=[O:23])([CH:19]([CH3:21])[CH3:20])[CH2:15]1)[C@H:6]1[CH2:11][CH2:10][O:9][CH2:8][C@H:7]1[O:12][CH3:13])=O.CCN(S(F)(F)[F:50])CC, predict the reaction product. The product is: [F:50][CH:30]1[C@@H:28]2[N:27]([C:32]3[CH:37]=[C:36]([C:38]([F:41])([F:39])[F:40])[CH:35]=[CH:34][N:33]=3)[CH2:26][C@H:25]1[N:24]([C:22]([C@@:16]1([CH:19]([CH3:20])[CH3:21])[CH2:17][CH2:18][C@@H:14]([NH:5][C@H:6]3[CH2:11][CH2:10][O:9][CH2:8][C@H:7]3[O:12][CH3:13])[CH2:15]1)=[O:23])[CH2:29]2. (6) Given the reactants [Cl:1][C:2]1[CH:7]=[CH:6][C:5]([S:8][CH2:9][C:10]2[CH:15]=[CH:14][C:13]([C:16]([NH:18][CH2:19][C:20]([O:22]C(C)(C)C)=[O:21])=[O:17])=[CH:12][CH:11]=2)=[C:4]([NH:27][S:28]([C:31]2[CH:36]=[CH:35][C:34]([Cl:37])=[C:33]([C:38]([F:41])([F:40])[F:39])[CH:32]=2)(=[O:30])=[O:29])[CH:3]=1, predict the reaction product. The product is: [Cl:1][C:2]1[CH:7]=[CH:6][C:5]([S:8][CH2:9][C:10]2[CH:11]=[CH:12][C:13]([C:16]([NH:18][CH2:19][C:20]([OH:22])=[O:21])=[O:17])=[CH:14][CH:15]=2)=[C:4]([NH:27][S:28]([C:31]2[CH:36]=[CH:35][C:34]([Cl:37])=[C:33]([C:38]([F:39])([F:40])[F:41])[CH:32]=2)(=[O:30])=[O:29])[CH:3]=1. (7) Given the reactants [NH2:1][C:2]1[CH:11]=[C:10]2[C:5]([CH:6]=[CH:7][CH:8]=[C:9]2[N:12]2[CH2:17][CH2:16][N:15]([CH3:18])[CH2:14][CH2:13]2)=[CH:4][CH:3]=1.Cl[C:20]1[C:25]([N+:26]([O-:28])=[O:27])=[CH:24][CH:23]=[CH:22][N:21]=1, predict the reaction product. The product is: [N+:26]([C:25]1[C:20]([NH:1][C:2]2[CH:11]=[C:10]3[C:5]([CH:6]=[CH:7][CH:8]=[C:9]3[N:12]3[CH2:17][CH2:16][N:15]([CH3:18])[CH2:14][CH2:13]3)=[CH:4][CH:3]=2)=[N:21][CH:22]=[CH:23][CH:24]=1)([O-:28])=[O:27].